From a dataset of Cav3 T-type calcium channel HTS with 100,875 compounds. Binary Classification. Given a drug SMILES string, predict its activity (active/inactive) in a high-throughput screening assay against a specified biological target. (1) The molecule is S(Cc1ccccc1)c1nc(N)cc(n1)N. The result is 0 (inactive). (2) The drug is O=C1N(C(=O)C2C1C1c3c(C2c2c1cccc2)cccc3)CC(=O)N. The result is 0 (inactive).